Dataset: Catalyst prediction with 721,799 reactions and 888 catalyst types from USPTO. Task: Predict which catalyst facilitates the given reaction. (1) Reactant: [F:1][C:2]1[C:7]2[C:8]([C:18]([NH:20][CH3:21])=[O:19])=[C:9]([C:11]3[CH:16]=[CH:15][C:14]([Br:17])=[CH:13][CH:12]=3)[O:10][C:6]=2[CH:5]=[CH:4][C:3]=1[OH:22].Br[CH:24]([CH3:26])[CH3:25].C(=O)([O-])[O-].[Cs+].[Cs+]. Product: [F:1][C:2]1[C:7]2[C:8]([C:18]([NH:20][CH3:21])=[O:19])=[C:9]([C:11]3[CH:12]=[CH:13][C:14]([Br:17])=[CH:15][CH:16]=3)[O:10][C:6]=2[CH:5]=[CH:4][C:3]=1[O:22][CH:24]([CH3:26])[CH3:25]. The catalyst class is: 60. (2) Reactant: [H-].[Na+].[NH:3]1[CH:7]=[CH:6][N:5]=[CH:4]1.Br[CH2:9][CH:10]([C:12]1[CH:17]=[CH:16][CH:15]=[CH:14][C:13]=1[Cl:18])[OH:11]. Product: [Cl:18][C:13]1[CH:14]=[CH:15][CH:16]=[CH:17][C:12]=1[CH:10]([OH:11])[CH2:9][C:4]1[NH:3][CH:7]=[CH:6][N:5]=1. The catalyst class is: 7.